Dataset: Peptide-MHC class I binding affinity with 185,985 pairs from IEDB/IMGT. Task: Regression. Given a peptide amino acid sequence and an MHC pseudo amino acid sequence, predict their binding affinity value. This is MHC class I binding data. (1) The peptide sequence is SDALELDTI. The MHC is Mamu-B01 with pseudo-sequence Mamu-B01. The binding affinity (normalized) is 1.00. (2) The peptide sequence is FPVAMLSCL. The MHC is HLA-B39:01 with pseudo-sequence HLA-B39:01. The binding affinity (normalized) is 0.728. (3) The peptide sequence is VVLGVVFGI. The MHC is HLA-A02:06 with pseudo-sequence HLA-A02:06. The binding affinity (normalized) is 0.440. (4) The binding affinity (normalized) is 0.0847. The peptide sequence is SHEQGDIAL. The MHC is HLA-A02:01 with pseudo-sequence HLA-A02:01. (5) The peptide sequence is VSRDFDDVY. The MHC is HLA-B48:01 with pseudo-sequence HLA-B48:01. The binding affinity (normalized) is 0.0847. (6) The peptide sequence is ATLGTVILL. The MHC is HLA-A02:01 with pseudo-sequence HLA-A02:01. The binding affinity (normalized) is 0.521. (7) The peptide sequence is YYSNKAYQY. The MHC is HLA-A01:01 with pseudo-sequence HLA-A01:01. The binding affinity (normalized) is 0.0847.